This data is from Full USPTO retrosynthesis dataset with 1.9M reactions from patents (1976-2016). The task is: Predict the reactants needed to synthesize the given product. (1) Given the product [Cl:20][C:21]1[CH:22]=[C:23]([CH:31]([CH2:35][C@H:36]2[CH2:40][CH2:39][C:38]([F:42])([F:41])[CH2:37]2)[C:32]([NH:1][C:2]2[CH:6]=[CH:5][N:4]([CH2:7][C:8]([OH:10])([CH3:11])[CH3:9])[N:3]=2)=[O:33])[CH:24]=[CH:25][C:26]=1[S:27]([CH3:30])(=[O:29])=[O:28], predict the reactants needed to synthesize it. The reactants are: [NH2:1][C:2]1[CH:6]=[CH:5][N:4]([CH2:7][C:8]([CH3:11])([OH:10])[CH3:9])[N:3]=1.N1C(C)=CC=CC=1C.[Cl:20][C:21]1[CH:22]=[C:23]([CH:31]([CH2:35][C@H:36]2[CH2:40][CH2:39][C:38]([F:42])([F:41])[CH2:37]2)[C:32](Cl)=[O:33])[CH:24]=[CH:25][C:26]=1[S:27]([CH3:30])(=[O:29])=[O:28]. (2) Given the product [CH:1]1([NH:4][C:5]2[N:10]=[C:9]([C:11]3[C:12]([C:20]4[CH:25]=[CH:24][N:23]=[C:22]([NH:30][CH:27]([CH3:29])[CH3:28])[CH:21]=4)=[N:13][N:14]4[CH:19]=[CH:18][CH:17]=[CH:16][C:15]=34)[CH:8]=[CH:7][N:6]=2)[CH2:3][CH2:2]1, predict the reactants needed to synthesize it. The reactants are: [CH:1]1([NH:4][C:5]2[N:10]=[C:9]([C:11]3[C:12]([C:20]4[CH:25]=[CH:24][N:23]=[C:22](F)[CH:21]=4)=[N:13][N:14]4[CH:19]=[CH:18][CH:17]=[CH:16][C:15]=34)[CH:8]=[CH:7][N:6]=2)[CH2:3][CH2:2]1.[CH:27]([NH2:30])([CH3:29])[CH3:28].